The task is: Predict the reactants needed to synthesize the given product.. This data is from Full USPTO retrosynthesis dataset with 1.9M reactions from patents (1976-2016). (1) Given the product [F:1][CH2:2][CH2:3][N:4]1[CH2:9][CH2:8][CH:7]([C:10]2[CH:11]=[CH:12][C:13]([NH2:16])=[CH:14][CH:15]=2)[CH2:6][CH2:5]1, predict the reactants needed to synthesize it. The reactants are: [F:1][CH2:2][CH2:3][N:4]1[CH2:9][CH2:8][CH:7]([C:10]2[CH:15]=[CH:14][C:13]([N+:16]([O-])=O)=[CH:12][CH:11]=2)[CH2:6][CH2:5]1. (2) Given the product [S:20]1[CH:24]=[CH:23][CH:22]=[C:21]1[CH:25]([NH:27][C:3]1[S:4]/[C:5](=[CH:9]\[C:10]2[CH:11]=[C:12]3[C:17](=[CH:18][CH:19]=2)[N:16]=[CH:15][CH:14]=[CH:13]3)/[C:6](=[O:8])[N:7]=1)[CH3:26], predict the reactants needed to synthesize it. The reactants are: CS[C:3]1[S:4]/[C:5](=[CH:9]\[C:10]2[CH:11]=[C:12]3[C:17](=[CH:18][CH:19]=2)[N:16]=[CH:15][CH:14]=[CH:13]3)/[C:6](=[O:8])[N:7]=1.[S:20]1[CH:24]=[CH:23][CH:22]=[C:21]1[CH:25]([NH2:27])[CH3:26].CCN(C(C)C)C(C)C. (3) Given the product [N:17]([C:14]1[CH:13]=[CH:12][C:11]([N:8]2[CH2:9][CH2:10][N:5]([CH:1]([CH2:3][CH3:4])[CH3:2])[CH2:6][CH2:7]2)=[CH:16][CH:15]=1)=[C:18]=[S:19], predict the reactants needed to synthesize it. The reactants are: [CH:1]([N:5]1[CH2:10][CH2:9][N:8]([C:11]2[CH:16]=[CH:15][C:14]([NH2:17])=[CH:13][CH:12]=2)[CH2:7][CH2:6]1)([CH2:3][CH3:4])[CH3:2].[C:18](N1C=CN=C1)(N1C=CN=C1)=[S:19]. (4) Given the product [CH2:44]([O:46][C:47](=[O:59])[C@H:48]([OH:58])[C@H:49]([NH:57][C:8]([C:5]1[N:6]=[N:7][C:2]([Cl:1])=[CH:3][CH:4]=1)=[O:10])[CH2:50][C:51]1[CH:56]=[CH:55][CH:54]=[CH:53][CH:52]=1)[CH3:45], predict the reactants needed to synthesize it. The reactants are: [Cl:1][C:2]1[N:7]=[N:6][C:5]([C:8]([OH:10])=O)=[CH:4][CH:3]=1.CCN(C(C)C)C(C)C.CN(C(ON1N=NC2C=CC=NC1=2)=[N+](C)C)C.F[P-](F)(F)(F)(F)F.[CH2:44]([O:46][C:47](=[O:59])[C@H:48]([OH:58])[C@H:49]([NH2:57])[CH2:50][C:51]1[CH:56]=[CH:55][CH:54]=[CH:53][CH:52]=1)[CH3:45]. (5) Given the product [CH3:33][C:8]1[CH:9]=[C:10]([O:13][C:14]2[CH:15]=[C:16]([O:21][C:22]3[CH:27]=[CH:26][C:25]([C:28]([F:30])([F:29])[F:31])=[CH:24][C:23]=3[O:35][C:36]3[CH:37]=[N:38][CH:39]=[CH:40][CH:41]=3)[CH:17]=[C:18]([CH3:20])[CH:19]=2)[CH:11]=[CH:12][C:7]=1[CH2:6][CH2:5][C:4]([OH:3])=[O:34], predict the reactants needed to synthesize it. The reactants are: C([O:3][C:4](=[O:34])[CH2:5][CH2:6][C:7]1[CH:12]=[CH:11][C:10]([O:13][C:14]2[CH:19]=[C:18]([CH3:20])[CH:17]=[C:16]([O:21][C:22]3[CH:27]=[CH:26][C:25]([C:28]([F:31])([F:30])[F:29])=[CH:24][C:23]=3Br)[CH:15]=2)=[CH:9][C:8]=1[CH3:33])C.[OH:35][C:36]1[CH:37]=[N:38][CH:39]=[CH:40][CH:41]=1. (6) Given the product [CH3:1][C:2]1[N:3]([S:13]([C:16]2[CH:21]=[CH:20][CH:19]=[CH:18][CH:17]=2)(=[O:15])=[O:14])[C:4]2[C:9]([CH:10]=1)=[C:8]([CH2:11][OH:12])[CH:7]=[CH:6][CH:5]=2, predict the reactants needed to synthesize it. The reactants are: [CH3:1][C:2]1[N:3]([S:13]([C:16]2[CH:21]=[CH:20][CH:19]=[CH:18][CH:17]=2)(=[O:15])=[O:14])[C:4]2[CH:5]=[CH:6][CH:7]=[C:8]([CH:11]=[O:12])[C:9]=2[CH:10]=1.[BH4-].[Na+].